Dataset: Reaction yield outcomes from USPTO patents with 853,638 reactions. Task: Predict the reaction yield, written as a fraction of the theoretical maximum amount of product (1.0 means a 100% yield; for example, 0.34 means a 34% yield). (1) The reactants are [NH:1](C(OC(C)(C)C)=O)[C@H:2]([C:5]([O:7]C(C)(C)C)=[O:6])[CH2:3][OH:4].N[C:20]1[CH:21]=[C:22]([S:26]([OH:29])(=[O:28])=[O:27])C=CC=1.CN(C=[O:34])C.C([N:38]([CH:41]([CH3:43])[CH3:42])[CH2:39]C)(C)C. The catalyst is C(Cl)Cl.C(O)(C(F)(F)F)=O. The product is [S:26]([C:22]1[CH:43]=[C:41]([NH:38][C:39]([O:4][CH2:3][C@@H:2]([C:5]([OH:7])=[O:6])[NH2:1])=[O:34])[CH:42]=[CH:20][CH:21]=1)([OH:29])(=[O:28])=[O:27]. The yield is 0.00600. (2) The reactants are [Cl:1][C:2]1[N:3]=[C:4](Cl)[C:5]2[S:10][CH:9]=[CH:8][C:6]=2[N:7]=1.[NH:12]1[CH2:17][CH2:16][O:15][CH2:14][CH2:13]1. The catalyst is CO. The product is [Cl:1][C:2]1[N:3]=[C:4]([N:12]2[CH2:17][CH2:16][O:15][CH2:14][CH2:13]2)[C:5]2[S:10][CH:9]=[CH:8][C:6]=2[N:7]=1. The yield is 1.00.